Dataset: Forward reaction prediction with 1.9M reactions from USPTO patents (1976-2016). Task: Predict the product of the given reaction. (1) Given the reactants [H-].[Na+].[F:3][C:4]([F:11])([CH3:10])[C:5]([O:7]CC)=O.[C:12](#[N:14])[CH3:13], predict the reaction product. The product is: [F:11][C:4]([F:3])([CH3:10])[C:5](=[O:7])[CH2:13][C:12]#[N:14]. (2) Given the reactants [CH2:1]([OH:23])[C@H:2]1[O:7][C@H:6]([O:8][C@H:9]2[O:14][C@H:13]([CH2:15][OH:16])[C@@H:12]([OH:17])[C@H:11]([OH:18])[C@H:10]2[OH:19])[C@H:5]([OH:20])[C@@H:4]([OH:21])[C@@H:3]1[OH:22].O.O.[C:26]([O:45]C)(=[O:44])[CH2:27][CH2:28][CH2:29][CH2:30][CH2:31][CH2:32][CH2:33][CH2:34][CH2:35][CH2:36][CH2:37][CH2:38][CH2:39][CH2:40][CH:41]([CH3:43])[CH3:42].C(=O)([O-])[O-].[K+].[K+].C([O-])(=O)CCCCCCCCCCCCCCCCC.[Na+], predict the reaction product. The product is: [CH2:15]([OH:16])[C@H:13]1[O:14][C@H:9]([O:8][C@H:6]2[O:7][C@H:2]([CH2:1][OH:23])[C@@H:3]([OH:22])[C@H:4]([OH:21])[C@H:5]2[OH:20])[C@H:10]([OH:19])[C@@H:11]([OH:18])[C@@H:12]1[OH:17].[C:26]([O-:45])(=[O:44])[CH2:27][CH2:28][CH2:29][CH2:30][CH2:31][CH2:32][CH2:33][CH2:34][CH2:35][CH2:36][CH2:37][CH2:38][CH2:39][CH2:40][CH:41]([CH3:42])[CH3:43]. (3) Given the reactants [NH:1]1[CH2:7][CH2:6][CH2:5][C:4](=[O:8])[CH2:3][CH2:2]1.[C:9]([O:13][C:14](O[C:14]([O:13][C:9]([CH3:12])([CH3:11])[CH3:10])=[O:15])=[O:15])([CH3:12])([CH3:11])[CH3:10].C(=O)([O-])[O-].[Na+].[Na+], predict the reaction product. The product is: [C:9]([O:13][C:14]([N:1]1[CH2:7][CH2:6][CH2:5][C:4](=[O:8])[CH2:3][CH2:2]1)=[O:15])([CH3:12])([CH3:11])[CH3:10].